This data is from Reaction yield outcomes from USPTO patents with 853,638 reactions. The task is: Predict the reaction yield, written as a fraction of the theoretical maximum amount of product (1.0 means a 100% yield; for example, 0.34 means a 34% yield). (1) The reactants are [CH3:1][C:2]1[CH:3]=[C:4]([C:12](=O)[CH2:13][C:14](=O)[C:15]([F:18])([F:17])[F:16])[CH:5]=[CH:6][C:7]=1[C:8]([F:11])([F:10])[F:9].[NH2:21][C:22]1[CH:26]=[CH:25][NH:24][N:23]=1. The catalyst is C(O)(=O)C. The product is [CH3:1][C:2]1[CH:3]=[C:4]([C:12]2[CH:13]=[C:14]([C:15]([F:18])([F:17])[F:16])[N:23]3[N:24]=[CH:25][CH:26]=[C:22]3[N:21]=2)[CH:5]=[CH:6][C:7]=1[C:8]([F:11])([F:10])[F:9]. The yield is 0.850. (2) The reactants are [CH2:1]([N:8]1[C:21](=[O:22])[C:20]2[C:15](=[CH:16][CH:17]=[CH:18][CH:19]=2)[C:14]2[CH:13]=[C:12]([CH:23]=O)[CH:11]=[CH:10][C:9]1=2)[C:2]1[CH:7]=[CH:6][CH:5]=[CH:4][CH:3]=1.[S:25]1[CH2:29][C:28](=[O:30])[NH:27][C:26]1=[O:31]. The catalyst is C1(C)C=CC=CC=1.C(O)(=O)C.N1CCCCC1. The product is [CH2:1]([N:8]1[C:21](=[O:22])[C:20]2[C:15](=[CH:16][CH:17]=[CH:18][CH:19]=2)[C:14]2[CH:13]=[C:12]([CH:23]=[C:29]3[S:25][C:26](=[O:31])[NH:27][C:28]3=[O:30])[CH:11]=[CH:10][C:9]1=2)[C:2]1[CH:3]=[CH:4][CH:5]=[CH:6][CH:7]=1. The yield is 0.800.